This data is from Full USPTO retrosynthesis dataset with 1.9M reactions from patents (1976-2016). The task is: Predict the reactants needed to synthesize the given product. (1) Given the product [Cl:1][C:2]1[CH:34]=[CH:33][CH:32]=[C:31]([Cl:35])[C:3]=1[C:4]([O:6][CH:7]([CH2:12][C:13]1[CH:14]=[C:15]2[C:20](=[CH:21][CH:22]=1)[N:19]=[C:18]([C:23]1[C:28]([Cl:29])=[CH:27][CH:26]=[CH:25][C:24]=1[Cl:30])[CH:17]=[CH:16]2)[C:8]([OH:10])=[O:9])=[O:5], predict the reactants needed to synthesize it. The reactants are: [Cl:1][C:2]1[CH:34]=[CH:33][CH:32]=[C:31]([Cl:35])[C:3]=1[C:4]([O:6][CH:7]([CH2:12][C:13]1[CH:14]=[C:15]2[C:20](=[CH:21][CH:22]=1)[N:19]=[C:18]([C:23]1[C:28]([Cl:29])=[CH:27][CH:26]=[CH:25][C:24]=1[Cl:30])[CH:17]=[CH:16]2)[C:8]([O:10]C)=[O:9])=[O:5].[Li+].[OH-].OO.OS([O-])(=O)=O.[K+]. (2) Given the product [CH2:7]([N:14]1[CH2:29][CH2:28][N:17]2[C:18]3[CH:27]=[CH:26][CH:25]=[CH:24][C:19]=3[NH:20][CH2:21][CH2:22][CH:16]2[CH2:15]1)[C:8]1[CH:13]=[CH:12][CH:11]=[CH:10][CH:9]=1, predict the reactants needed to synthesize it. The reactants are: [H-].[H-].[H-].[H-].[Li+].[Al+3].[CH2:7]([N:14]1[CH2:29][CH2:28][N:17]2[C:18]3[CH:27]=[CH:26][CH:25]=[CH:24][C:19]=3[NH:20][C:21](=O)[CH2:22][CH:16]2[CH2:15]1)[C:8]1[CH:13]=[CH:12][CH:11]=[CH:10][CH:9]=1. (3) Given the product [Br:9][C:10]1[CH:15]=[CH:14][C:13]([Cl:16])=[C:12]([CH2:17][C:18]2[CH:23]=[CH:22][C:21]([O:24][CH2:25][CH:26]([O:28][CH:29]3[CH2:1][CH2:30]3)[CH3:27])=[CH:20][CH:19]=2)[CH:11]=1, predict the reactants needed to synthesize it. The reactants are: [CH2:1]([Zn]CC)C.ICI.[Br:9][C:10]1[CH:15]=[CH:14][C:13]([Cl:16])=[C:12]([CH2:17][C:18]2[CH:23]=[CH:22][C:21]([O:24][CH2:25][CH:26]([O:28][CH:29]=[CH2:30])[CH3:27])=[CH:20][CH:19]=2)[CH:11]=1. (4) Given the product [CH3:2][CH:1]([O:4][C:5]1[CH:6]=[CH:7][C:8]([CH2:11][NH:12][C:19]2[CH:20]=[N:21][CH:22]=[CH:14][C:15]=2[C:16]([OH:18])=[O:17])=[CH:9][CH:10]=1)[CH3:3], predict the reactants needed to synthesize it. The reactants are: [CH:1]([O:4][C:5]1[CH:10]=[CH:9][C:8]([CH2:11][NH2:12])=[CH:7][CH:6]=1)([CH3:3])[CH3:2].F[C:14]1[CH:22]=[N:21][CH:20]=[CH:19][C:15]=1[C:16]([OH:18])=[O:17].